From a dataset of Full USPTO retrosynthesis dataset with 1.9M reactions from patents (1976-2016). Predict the reactants needed to synthesize the given product. (1) The reactants are: [NH2:1][C:2]1[N:7]([CH2:8][CH:9]([CH3:11])[CH3:10])[C:6](=[S:12])[NH:5][C:4](=[O:13])[C:3]=1[NH:14][CH:15]=O.CSC.O. Given the product [NH2:1][C:2]1[N:7]([CH2:8][CH:9]([CH3:11])[CH3:10])[C:6](=[S:12])[NH:5][C:4](=[O:13])[C:3]=1[NH:14][CH3:15], predict the reactants needed to synthesize it. (2) Given the product [CH2:18]=[C:19]1[CH2:25][C:15]2([CH2:14][CH2:13][CH2:12][CH:11]2[C:9]([O:8][CH2:7][CH3:6])=[O:10])[O:16][C:20]1=[O:21], predict the reactants needed to synthesize it. The reactants are: Cl[Si](C)(C)C.[CH3:6][CH2:7][O:8][C:9]([CH:11]1[C:15](=[O:16])[CH2:14][CH2:13][CH2:12]1)=[O:10].Br[CH2:18][C:19](=[CH2:25])[C:20](OCC)=[O:21].[Cl-].[NH4+]. (3) Given the product [CH3:18][O:6][C:5](=[O:7])[C:4]1[CH:8]=[C:9]([O:11][CH3:12])[N:10]=[C:2]([Cl:1])[CH:3]=1, predict the reactants needed to synthesize it. The reactants are: [Cl:1][C:2]1[CH:3]=[C:4]([CH:8]=[C:9]([O:11][CH3:12])[N:10]=1)[C:5]([OH:7])=[O:6].S(=O)(=O)(O)O.[CH3:18]O.